This data is from Full USPTO retrosynthesis dataset with 1.9M reactions from patents (1976-2016). The task is: Predict the reactants needed to synthesize the given product. (1) Given the product [Br:1][C:2]1[CH:3]=[C:4]([CH3:12])[C:5]([O:24][CH3:25])=[C:6]([CH:10]=1)[C:7]([O:9][CH3:13])=[O:8], predict the reactants needed to synthesize it. The reactants are: [Br:1][C:2]1[CH:10]=[C:6]([C:7]([OH:9])=[O:8])[C:5](O)=[C:4]([CH3:12])[CH:3]=1.[C:13](=O)([O-])[O-].[K+].[K+].S([O:24][CH3:25])(OC)(=O)=O. (2) Given the product [CH3:16][C:9]([C:8]([OH:7])=[O:17])([CH2:10][CH2:11][CH2:12][CH2:13][O:14][CH2:28][CH2:27][CH2:26][CH2:25][C:24]([C:23]([OH:32])=[O:22])([CH3:31])[CH3:30])[CH3:15], predict the reactants needed to synthesize it. The reactants are: [H-].[Na+].C([O:7][C:8](=[O:17])[C:9]([CH3:16])([CH3:15])[CH2:10][CH2:11][CH2:12][CH2:13][OH:14])(C)(C)C.C([O:22][C:23](=[O:32])[C:24]([CH3:31])([CH3:30])[CH2:25][CH2:26][CH2:27][CH2:28]Br)(C)(C)C.O. (3) Given the product [CH3:31][O:30][C@@H:5]([CH2:6][C:7]1[CH:12]=[CH:11][C:10]([O:13][CH2:14][CH2:15][CH2:16][O:17][C:18]2[CH:23]=[CH:22][C:21]([N:24]3[CH2:25][CH2:26][NH:27][CH2:28][CH2:29]3)=[CH:20][CH:19]=2)=[CH:9][CH:8]=1)[C:4]([OH:32])=[O:3], predict the reactants needed to synthesize it. The reactants are: C([O:3][C:4](=[O:32])[C@@H:5]([O:30][CH3:31])[CH2:6][C:7]1[CH:12]=[CH:11][C:10]([O:13][CH2:14][CH2:15][CH2:16][O:17][C:18]2[CH:23]=[CH:22][C:21]([N:24]3[CH2:29][CH2:28][NH:27][CH2:26][CH2:25]3)=[CH:20][CH:19]=2)=[CH:9][CH:8]=1)C.[OH-].[Na+]. (4) The reactants are: [CH3:1][C@H:2]1[CH2:7][C@@H:6]([OH:8])[C@H:5]([C:9]([CH3:11])=[CH2:10])[CH2:4][CH2:3]1. Given the product [CH3:1][CH:2]1[CH2:7][CH:6]([OH:8])[CH:5]([CH:9]([CH3:11])[CH3:10])[CH2:4][CH2:3]1, predict the reactants needed to synthesize it. (5) The reactants are: Cl[C:2]1[CH:7]=[C:6]([O:8][CH2:9][C:10]#[CH:11])[N:5]=[CH:4][N:3]=1.C(=O)([O-])[O-].[K+].[K+].[CH3:18][C:19]1[CH:20]=[C:21]([OH:25])[CH:22]=[CH:23][CH:24]=1.[Cl-].[NH4+]. Given the product [CH3:18][C:19]1[CH:20]=[C:21]([CH:22]=[CH:23][CH:24]=1)[O:25][C:2]1[CH:7]=[C:6]([O:8][CH2:9][C:10]#[CH:11])[N:5]=[CH:4][N:3]=1, predict the reactants needed to synthesize it. (6) Given the product [CH3:1][C@@:2]12[C@H:11]3[CH2:12][CH:13]=[C:14]4[CH:19]5[CH2:20][C:21]([CH3:24])([CH3:25])[CH2:22][CH2:23][C@:18]5([C:26]([O:28][C@@H:29]5[O:34][C@H:33]([CH2:35][OH:36])[C@@H:32]([OH:37])[C@H:31]([O:38][C@@H:39]6[O:44][C@H:43]([CH2:45][OH:46])[C@@H:42]([OH:47])[C@H:41]([O:48][C@@H:49]7[O:54][C@H:53]([CH2:55][OH:56])[C@@H:52]([OH:57])[C@H:51]([O:58][C@@H:59]8[O:64][C@H:63]([CH2:65][OH:66])[C@@H:62]([OH:67])[C@H:61]([O:68][C@@H:69]9[O:74][C@H:73]([CH2:75][OH:76])[C@@H:72]([OH:77])[C@H:71]([OH:78])[C@H:70]9[OH:79])[C@H:60]8[OH:80])[C@H:50]7[OH:81])[C@H:40]6[OH:82])[C@H:30]5[OH:83])=[O:27])[CH:17]([OH:84])[CH2:16][C@@:15]4([CH3:85])[C@:10]3([CH3:86])[CH2:9][CH2:8][C@H:7]1[C@@:6]([CH:88]=[O:89])([CH3:87])[C@@H:5]([O:90][C@@H:91]1[O:96][C@H:95]([CH2:97][OH:98])[C@@H:94]([OH:99])[C@H:93]([O:100][C@@H:101]3[O:106][C@H:105]([CH2:107][OH:108])[C@@H:104]([OH:109])[C@H:103]([O:110][C@@H:111]4[O:116][C@H:115]([CH2:117][OH:118])[C@@H:114]([OH:119])[C@H:113]([OH:120])[C@H:112]4[OH:121])[C@H:102]3[OH:122])[C@H:92]1[OH:123])[CH2:4][CH2:3]2.[CH3:126][CH:125]([CH2:127][CH2:128][CH2:129][C@H:130]([C@@H:132]1[C@:150]2([CH3:151])[C@H:135]([C@H:136]3[C@H:147]([CH2:148][CH2:149]2)[C@:145]2([CH3:146])[C:139]([CH2:140][C@H:141]([CH2:143][CH2:144]2)[OH:142])=[CH:138][CH2:137]3)[CH2:134][CH2:133]1)[CH3:131])[CH3:124], predict the reactants needed to synthesize it. The reactants are: [CH3:1][C@@:2]12[C@H:11]3[CH2:12][CH:13]=[C:14]4[CH:19]5[CH2:20][C:21]([CH3:25])([CH3:24])[CH2:22][CH2:23][C@:18]5([C:26]([O:28][C@@H:29]5[O:34][C@H:33]([CH2:35][OH:36])[C@@H:32]([OH:37])[C@H:31]([O:38][C@@H:39]6[O:44][C@H:43]([CH2:45][OH:46])[C@@H:42]([OH:47])[C@H:41]([O:48][C@@H:49]7[O:54][C@H:53]([CH2:55][OH:56])[C@@H:52]([OH:57])[C@H:51]([O:58][C@@H:59]8[O:64][C@H:63]([CH2:65][OH:66])[C@@H:62]([OH:67])[C@H:61]([O:68][C@@H:69]9[O:74][C@H:73]([CH2:75][OH:76])[C@@H:72]([OH:77])[C@H:71]([OH:78])[C@H:70]9[OH:79])[C@H:60]8[OH:80])[C@H:50]7[OH:81])[C@H:40]6[OH:82])[C@H:30]5[OH:83])=[O:27])[CH:17]([OH:84])[CH2:16][C@@:15]4([CH3:85])[C@:10]3([CH3:86])[CH2:9][CH2:8][C@H:7]1[C@@:6]([CH:88]=[O:89])([CH3:87])[C@@H:5]([O:90][C@@H:91]1[O:96][C@H:95]([CH2:97][OH:98])[C@@H:94]([OH:99])[C@H:93]([O:100][C@@H:101]3[O:106][C@H:105]([CH2:107][OH:108])[C@@H:104]([OH:109])[C@H:103]([O:110][C@@H:111]4[O:116][C@H:115]([CH2:117][OH:118])[C@@H:114]([OH:119])[C@H:113]([OH:120])[C@H:112]4[OH:121])[C@H:102]3[OH:122])[C@H:92]1[OH:123])[CH2:4][CH2:3]2.[CH3:124][CH:125]([CH2:127][CH2:128][CH2:129][C@H:130]([C@@H:132]1[C@:150]2([CH3:151])[C@H:135]([C@H:136]3[C@H:147]([CH2:148][CH2:149]2)[C@:145]2([CH3:146])[C:139]([CH2:140][C@H:141]([CH2:143][CH2:144]2)[OH:142])=[CH:138][CH2:137]3)[CH2:134][CH2:133]1)[CH3:131])[CH3:126].